Dataset: Forward reaction prediction with 1.9M reactions from USPTO patents (1976-2016). Task: Predict the product of the given reaction. Given the reactants [O:1]1[CH2:6][CH2:5][CH2:4][CH2:3][CH:2]1[N:7]1[C:15]2[C:10](=[CH:11][CH:12]=[C:13]([NH2:16])[CH:14]=2)[CH:9]=[N:8]1.Br[C:18]1[N:32]=[C:21]2[CH:22]=[CH:23][CH:24]=[C:25]([C:26]3[CH:31]=[CH:30][CH:29]=[CH:28][CH:27]=3)[N:20]2[N:19]=1.C1(P(C2C=CC=CC=2)C2C3OC4C(=CC=CC=4P(C4C=CC=CC=4)C4C=CC=CC=4)C(C)(C)C=3C=CC=2)C=CC=CC=1.C(=O)([O-])[O-].[Cs+].[Cs+], predict the reaction product. The product is: [C:26]1([C:25]2[N:20]3[N:19]=[C:18]([NH:16][C:13]4[CH:14]=[C:15]5[C:10]([CH:9]=[N:8][N:7]5[CH:2]5[CH2:3][CH2:4][CH2:5][CH2:6][O:1]5)=[CH:11][CH:12]=4)[N:32]=[C:21]3[CH:22]=[CH:23][CH:24]=2)[CH:27]=[CH:28][CH:29]=[CH:30][CH:31]=1.